This data is from Reaction yield outcomes from USPTO patents with 853,638 reactions. The task is: Predict the reaction yield, written as a fraction of the theoretical maximum amount of product (1.0 means a 100% yield; for example, 0.34 means a 34% yield). (1) The reactants are [C:1]([C:3]1[CH:8]=[CH:7][C:6]([F:9])=[CH:5][C:4]=1[O:10][C:11](=[O:15])[N:12]([CH3:14])[CH3:13])#[N:2].[ClH:16].[H][H]. The catalyst is C(OCC)(=O)C.C(O)C.[Pd]. The product is [ClH:16].[NH2:2][CH2:1][C:3]1[CH:8]=[CH:7][C:6]([F:9])=[CH:5][C:4]=1[O:10][C:11](=[O:15])[N:12]([CH3:13])[CH3:14]. The yield is 0.380. (2) The reactants are [NH:1]1[CH2:8][CH2:7][CH2:6][CH:2]1[C:3]([OH:5])=O.B.O1CCCC1.[OH-].[Na+].[C:17](O[C:17]([O:19][C:20]([CH3:23])([CH3:22])[CH3:21])=[O:18])([O:19][C:20]([CH3:23])([CH3:22])[CH3:21])=[O:18].C(=O)([O-])[O-].[K+].[K+]. The catalyst is C1COCC1.C(OCC)C.O.C1COCC1.O. The product is [OH:5][CH2:3][CH:2]1[CH2:6][CH2:7][CH2:8][N:1]1[C:17]([O:19][C:20]([CH3:23])([CH3:22])[CH3:21])=[O:18]. The yield is 0.760. (3) The reactants are [Cl:1][C:2]1[CH:8]=[CH:7][C:5]([NH2:6])=[CH:4][CH:3]=1.C([O:11][CH:12]=[C:13]([C:19]([O-])=O)[C:14]([O:16][CH2:17][CH3:18])=[O:15])C.Cl.[OH-].[Na+]. The catalyst is C(OCC)(=O)C.O. The product is [CH2:17]([O:16][C:14]([C:13]1[C:12](=[O:11])[C:7]2[C:5](=[CH:4][CH:3]=[C:2]([Cl:1])[CH:8]=2)[NH:6][CH:19]=1)=[O:15])[CH3:18]. The yield is 0.710. (4) The reactants are Cl[CH2:2][C:3]([NH:5][C:6]1[CH:19]=[CH:18][C:17]2[NH:16][C:15](=[O:20])[C:14]3[C:9](=[CH:10][CH:11]=[CH:12][CH:13]=3)[C:8]=2[CH:7]=1)=[O:4].[C:21]([O:25][C:26](=[O:32])[NH:27][CH2:28][CH2:29][CH2:30][NH2:31])([CH3:24])([CH3:23])[CH3:22].C(N(CC)CC)C. The catalyst is CN(C)C=O. The product is [C:21]([O:25][C:26](=[O:32])[NH:27][CH2:28][CH2:29][CH2:30][NH:31][CH2:2][C:3](=[O:4])[NH:5][C:6]1[CH:19]=[CH:18][C:17]2[NH:16][C:15](=[O:20])[C:14]3[C:9](=[CH:10][CH:11]=[CH:12][CH:13]=3)[C:8]=2[CH:7]=1)([CH3:24])([CH3:22])[CH3:23]. The yield is 0.440. (5) The reactants are [H-].[Al+3].[Li+].[H-].[H-].[H-].[CH3:7][O:8][C:9]1[CH:10]=[C:11]([CH:16]=[C:17]([N+:19]([O-:21])=[O:20])[CH:18]=1)[C:12](OC)=[O:13]. The catalyst is CCOCC. The product is [CH3:7][O:8][C:9]1[CH:10]=[C:11]([CH2:12][OH:13])[CH:16]=[C:17]([N+:19]([O-:21])=[O:20])[CH:18]=1. The yield is 0.680. (6) The reactants are [CH3:1][C:2]1[C:16](=[O:17])[N:15]=[C:14]2[N:4]([C@@H:5]3[O:9][C@H:8]([CH2:10][OH:11])[C@@H:7]([OH:12])[C@@H:6]3[O:13]2)[CH:3]=1.[CH3:18][O:19][CH2:20][CH2:21][O:22]B([O:22][CH2:21][CH2:20][O:19][CH3:18])[O:22][CH2:21][CH2:20][O:19][CH3:18]. The catalyst is COCCO. The product is [CH3:18][O:19][CH2:20][CH2:21][O:22][C@@H:6]1[C@H:7]([OH:12])[C@@H:8]([CH2:10][OH:11])[O:9][C@H:5]1[N:4]1[CH:3]=[C:2]([CH3:1])[C:16](=[O:17])[NH:15][C:14]1=[O:13]. The yield is 0.630. (7) The reactants are [CH3:1][O:2][CH:3]1[CH2:8][CH2:7][N:6]([CH2:9][CH2:10][CH2:11][N:12]2C(=O)C3C(=CC=CC=3)C2=O)[CH2:5][CH2:4]1. The catalyst is CCO. The product is [CH3:1][O:2][CH:3]1[CH2:8][CH2:7][N:6]([CH2:9][CH2:10][CH2:11][NH2:12])[CH2:5][CH2:4]1. The yield is 0.540. (8) The reactants are [C:1]([O:5][C:6]([NH:8][CH2:9][C:10]1[N:11]([CH2:34][CH:35]([CH3:37])[CH3:36])[C:12](=[O:33])[C:13]2[C:18]([C:19]=1[C:20]1[CH:25]=[CH:24][CH:23]=[CH:22][CH:21]=1)=[CH:17][C:16]([O:26][C:27]([CH3:32])([CH3:31])[C:28]([OH:30])=O)=[CH:15][CH:14]=2)=[O:7])([CH3:4])([CH3:3])[CH3:2].Cl.C([N:41]=C=NCCCN(C)C)C.[NH4+].ON1C2C=CC=CC=2N=N1.O. The catalyst is CN(C)C=O. The product is [NH2:41][C:28](=[O:30])[C:27]([CH3:32])([CH3:31])[O:26][C:16]1[CH:17]=[C:18]2[C:13](=[CH:14][CH:15]=1)[C:12](=[O:33])[N:11]([CH2:34][CH:35]([CH3:37])[CH3:36])[C:10]([CH2:9][NH:8][C:6](=[O:7])[O:5][C:1]([CH3:3])([CH3:4])[CH3:2])=[C:19]2[C:20]1[CH:25]=[CH:24][CH:23]=[CH:22][CH:21]=1. The yield is 0.950.